Dataset: Catalyst prediction with 721,799 reactions and 888 catalyst types from USPTO. Task: Predict which catalyst facilitates the given reaction. (1) Product: [F:27][C:21]1[C:22]([F:26])=[CH:23][CH:24]=[CH:25][C:20]=1[CH2:19][S:18][C:16]1[N:15]=[C:14]([NH:28][S:29]([C:32]2[N:33]=[CH:34][N:35]([CH3:37])[CH:36]=2)(=[O:31])=[O:30])[CH:13]=[C:12]([O:11][C@H:10]([CH2:38][O:39][CH:40]([CH3:41])[CH3:42])[CH2:9][OH:8])[N:17]=1. The catalyst class is: 1. Reactant: [Si]([O:8][CH2:9][C@@H:10]([CH2:38][O:39][CH:40]([CH3:42])[CH3:41])[O:11][C:12]1[N:17]=[C:16]([S:18][CH2:19][C:20]2[CH:25]=[CH:24][CH:23]=[C:22]([F:26])[C:21]=2[F:27])[N:15]=[C:14]([NH:28][S:29]([C:32]2[N:33]=[CH:34][N:35]([CH3:37])[CH:36]=2)(=[O:31])=[O:30])[CH:13]=1)(C(C)(C)C)(C)C.[F-].C([N+](CCCC)(CCCC)CCCC)CCC. (2) Reactant: [F:1][C:2]([F:16])([F:15])[C:3]([NH:5][CH2:6][CH2:7][C:8]1[CH:13]=[CH:12][C:11]([F:14])=[CH:10][CH:9]=1)=[O:4].S(=O)(=O)(O)O.[C:22](O)(=O)C.C=O. Product: [F:14][C:11]1[CH:12]=[C:13]2[C:8]([CH2:7][CH2:6][N:5]([C:3](=[O:4])[C:2]([F:1])([F:15])[F:16])[CH2:22]2)=[CH:9][CH:10]=1. The catalyst class is: 6. (3) Reactant: [F:1][C:2]([F:22])([F:21])[C:3]([NH:5][C:6]1[CH:11]=[CH:10][C:9]([NH:12][C:13](=[O:20])OCC(Cl)(Cl)Cl)=[CH:8][CH:7]=1)=[O:4].[C:23]1([C:29]2[N:33]=[C:32]([N:34]3[CH2:39][CH2:38][NH:37][CH2:36][CH2:35]3)[S:31][N:30]=2)[CH:28]=[CH:27][CH:26]=[CH:25][CH:24]=1.C(N(C(C)C)CC)(C)C.CS(C)=O. Product: [C:23]1([C:29]2[N:33]=[C:32]([N:34]3[CH2:39][CH2:38][N:37]([C:13]([NH:12][C:9]4[CH:8]=[CH:7][C:6]([NH:5][C:3](=[O:4])[C:2]([F:1])([F:21])[F:22])=[CH:11][CH:10]=4)=[O:20])[CH2:36][CH2:35]3)[S:31][N:30]=2)[CH:24]=[CH:25][CH:26]=[CH:27][CH:28]=1. The catalyst class is: 6. (4) Reactant: [N+:1]([C:4]1[S:5][C:6]([C:12]2[N:16]=[CH:15][N:14]([CH2:17][O:18][CH2:19][CH2:20][Si:21]([CH3:24])([CH3:23])[CH3:22])[N:13]=2)=[CH:7][C:8]=1[C:9]([NH2:11])=[O:10])([O-])=O.O.NN. Product: [NH2:1][C:4]1[S:5][C:6]([C:12]2[N:16]=[CH:15][N:14]([CH2:17][O:18][CH2:19][CH2:20][Si:21]([CH3:24])([CH3:23])[CH3:22])[N:13]=2)=[CH:7][C:8]=1[C:9]([NH2:11])=[O:10]. The catalyst class is: 5. (5) Reactant: [NH2:1][C:2]1[N:7]2[N:8]=[C:9]3[CH2:13][S:12][CH2:11][C:10]3=[C:6]2[N:5]=[C:4]([C:14]2[C:19]([CH3:20])=[CH:18][C:17]([CH3:21])=[CH:16][C:15]=2[CH3:22])[C:3]=1[C:23]#[N:24].Cl.CO. Product: [NH2:24][CH2:23][C:3]1[C:4]([C:14]2[C:15]([CH3:22])=[CH:16][C:17]([CH3:21])=[CH:18][C:19]=2[CH3:20])=[N:5][C:6]2[N:7]([N:8]=[C:9]3[CH2:13][S:12][CH2:11][C:10]=23)[C:2]=1[NH2:1]. The catalyst class is: 7. (6) Reactant: [CH:1]([C:4]1[N:5]=[C:6]([CH2:9][CH2:10][C:11]2[CH:29]=[CH:28][N:14]3[C:15](=[O:27])[C:16]([CH:25]=O)=[C:17]([N:19]4[CH2:24][CH2:23][O:22][CH2:21][CH2:20]4)[N:18]=[C:13]3[C:12]=2[O:30][CH3:31])[S:7][CH:8]=1)([CH3:3])[CH3:2].[C:32]([O:36][C:37]([CH:39]=P(C1C=CC=CC=1)(C1C=CC=CC=1)C1C=CC=CC=1)=[O:38])([CH3:35])([CH3:34])[CH3:33]. The catalyst class is: 213. Product: [CH:1]([C:4]1[N:5]=[C:6]([CH2:9][CH2:10][C:11]2[CH:29]=[CH:28][N:14]3[C:15](=[O:27])[C:16](/[CH:25]=[CH:39]/[C:37]([O:36][C:32]([CH3:33])([CH3:34])[CH3:35])=[O:38])=[C:17]([N:19]4[CH2:24][CH2:23][O:22][CH2:21][CH2:20]4)[N:18]=[C:13]3[C:12]=2[O:30][CH3:31])[S:7][CH:8]=1)([CH3:3])[CH3:2]. (7) Reactant: [NH2:1][C:2]1[CH:3]=[C:4]([CH:32]=[C:33]([CH3:36])[C:34]=1[NH2:35])[O:5][C:6]1[N:11]=[CH:10][N:9]=[C:8]([N:12]2[CH2:17][CH2:16][CH:15]([N:18]3[CH2:24][CH2:23][C:22]4[CH:25]=[C:26]([O:29][CH3:30])[CH:27]=[CH:28][C:21]=4[NH:20][C:19]3=[O:31])[CH2:14][CH2:13]2)[CH:7]=1.[C:37]([CH2:39][C:40](O)=O)#[N:38].CN(C(ON1N=NC2C=CC=CC1=2)=[N+](C)C)C.[B-](F)(F)(F)F.C(O)(=O)C. Product: [CH3:30][O:29][C:26]1[CH:27]=[CH:28][C:21]2[NH:20][C:19](=[O:31])[N:18]([CH:15]3[CH2:14][CH2:13][N:12]([C:8]4[N:9]=[CH:10][N:11]=[C:6]([O:5][C:4]5[CH:32]=[C:33]([CH3:36])[C:34]6[N:35]=[C:40]([CH2:39][C:37]#[N:38])[NH:1][C:2]=6[CH:3]=5)[CH:7]=4)[CH2:17][CH2:16]3)[CH2:24][CH2:23][C:22]=2[CH:25]=1. The catalyst class is: 3.